From a dataset of Full USPTO retrosynthesis dataset with 1.9M reactions from patents (1976-2016). Predict the reactants needed to synthesize the given product. (1) Given the product [N:1]1([C:6]2[CH:31]=[CH:30][C:9]([C:10]([NH:12][C@@H:13]([CH2:18][N:19]([C:37]([O:36][C:33]([CH3:35])([CH3:34])[CH3:32])=[O:38])[C@@H:20]3[CH2:22][C@H:21]3[C:23]3[CH:24]=[CH:25][C:26]([F:29])=[CH:27][CH:28]=3)[C:14]([O:16][CH3:17])=[O:15])=[O:11])=[CH:8][CH:7]=2)[CH:5]=[CH:4][CH:3]=[N:2]1, predict the reactants needed to synthesize it. The reactants are: [N:1]1([C:6]2[CH:31]=[CH:30][C:9]([C:10]([NH:12][C@@H:13]([CH2:18][NH:19][C@@H:20]3[CH2:22][C@H:21]3[C:23]3[CH:28]=[CH:27][C:26]([F:29])=[CH:25][CH:24]=3)[C:14]([O:16][CH3:17])=[O:15])=[O:11])=[CH:8][CH:7]=2)[CH:5]=[CH:4][CH:3]=[N:2]1.[CH3:32][C:33]([O:36][C:37](O[C:37]([O:36][C:33]([CH3:35])([CH3:34])[CH3:32])=[O:38])=[O:38])([CH3:35])[CH3:34].C(N(CC)CC)C. (2) Given the product [OH:1][C:2]1[CH:3]=[C:4]2[C:9](=[CH:10][CH:11]=1)[CH:8]=[C:7]([C:12]([N:19]1[CH2:20][CH2:21][CH:16]([CH3:15])[CH2:17][CH2:18]1)=[O:14])[CH:6]=[CH:5]2, predict the reactants needed to synthesize it. The reactants are: [OH:1][C:2]1[CH:3]=[C:4]2[C:9](=[CH:10][CH:11]=1)[CH:8]=[C:7]([C:12]([OH:14])=O)[CH:6]=[CH:5]2.[CH3:15][CH:16]1[CH2:21][CH2:20][NH:19][CH2:18][CH2:17]1. (3) Given the product [CH:43]([C:38]1[CH:39]=[CH:40][CH:41]=[CH:42][C:37]=1[C:12]1[C:11]2[C:15](=[CH:16][CH:17]=[C:9]([O:8][CH2:1][CH2:2][CH2:7][CH2:58][N:59]3[CH2:50][CH2:49][O:55][CH2:52][CH2:60]3)[CH:10]=2)[N:14]([CH2:18][CH2:19][CH2:20][O:21][C:22]2[C:31]3[C:26](=[CH:27][CH:28]=[CH:29][CH:30]=3)[CH:25]=[CH:24][CH:23]=2)[C:13]=1[C:32]([O:34][CH2:35][CH3:36])=[O:33])([CH3:45])[CH3:44], predict the reactants needed to synthesize it. The reactants are: [CH2:1]([O:8][C:9]1[CH:10]=[C:11]2[C:15](=[CH:16][CH:17]=1)[N:14]([CH2:18][CH2:19][CH2:20][O:21][C:22]1[C:31]3[C:26](=[CH:27][CH:28]=[CH:29][CH:30]=3)[CH:25]=[CH:24][CH:23]=1)[C:13]([C:32]([O:34][CH2:35][CH3:36])=[O:33])=[C:12]2[C:37]1[CH:42]=[CH:41][CH:40]=[CH:39][C:38]=1[CH:43]([CH3:45])[CH3:44])[C:2]1[CH:7]=CC=CC=1.ClCC[CH2:49][CH2:50]I.[C:52](=[O:55])([O-])[O-].[Cs+].[Cs+].[CH3:58][N:59](C)[CH:60]=O. (4) Given the product [S:2]([O-:6])([O-:5])(=[O:4])=[O:3].[NH4+:1].[NH4+:1].[OH:5][S:2]([OH:6])(=[O:4])=[O:3], predict the reactants needed to synthesize it. The reactants are: [NH3:1].[S:2](=[O:6])(=[O:5])([OH:4])[OH:3]. (5) Given the product [Br:52][C:49]1[CH:50]=[CH:51][C:46]([NH:45][C:44]2[C:39]([C:37]3[NH:32][C:33]([CH3:34])=[N:35][N:36]=3)=[CH:40][N:41]([CH3:56])[C:42](=[O:55])[C:43]=2[F:54])=[C:47]([F:53])[CH:48]=1, predict the reactants needed to synthesize it. The reactants are: C1C=CC(P(C2C=CC=CC=2)C2C=CC=CC=2)=CC=1.CCN(CC)CC.C(Cl)(Cl)(Cl)Cl.[NH:32]=[C:33]([NH:35][NH:36][C:37]([C:39]1[C:44]([NH:45][C:46]2[CH:51]=[CH:50][C:49]([Br:52])=[CH:48][C:47]=2[F:53])=[C:43]([F:54])[C:42](=[O:55])[N:41]([CH3:56])[CH:40]=1)=O)[CH3:34]. (6) Given the product [C:1]([C:3]1[C:12]([CH2:13][C:14]2[CH:15]=[CH:16][C:17]([N:20]3[CH:24]=[CH:23][CH:22]=[N:21]3)=[CH:18][CH:19]=2)=[CH:11][C:6]([C:7]([OH:9])=[O:8])=[C:5]([CH:25]=[CH2:26])[C:4]=1[CH3:27])#[N:2], predict the reactants needed to synthesize it. The reactants are: [C:1]([C:3]1[C:12]([CH2:13][C:14]2[CH:19]=[CH:18][C:17]([N:20]3[CH:24]=[CH:23][CH:22]=[N:21]3)=[CH:16][CH:15]=2)=[CH:11][C:6]([C:7]([O:9]C)=[O:8])=[C:5]([CH:25]=[CH2:26])[C:4]=1[CH3:27])#[N:2].O.[OH-].[Li+].CO. (7) Given the product [Br:1][C:2]1[C:3]([O:19][CH2:18][CH:17]([CH3:20])[CH3:16])=[CH:4][C:5]([CH3:9])=[N+:6]([O-:8])[CH:7]=1, predict the reactants needed to synthesize it. The reactants are: [Br:1][C:2]1[C:3]([N+]([O-])=O)=[CH:4][C:5]([CH3:9])=[N+:6]([O-:8])[CH:7]=1.[H-].[Na+].Cl.[CH3:16][CH:17]([CH3:20])[CH2:18][OH:19]. (8) Given the product [Cl:1][C:2]1[CH:3]=[CH:4][CH:5]=[C:6]2[C:15]=1[C:9]1([CH2:14][CH2:13][N:12]([C:28](=[O:29])/[CH:27]=[CH:26]/[C:25]3[CH:31]=[CH:32][C:22]([F:21])=[CH:23][C:24]=3[C:33]([F:34])([F:35])[F:36])[CH2:11][CH2:10]1)[CH2:8][CH:7]2[CH2:16][C:17]([OH:19])=[O:18], predict the reactants needed to synthesize it. The reactants are: [Cl:1][C:2]1[CH:3]=[CH:4][CH:5]=[C:6]2[C:15]=1[C:9]1([CH2:14][CH2:13][NH:12][CH2:11][CH2:10]1)[CH2:8][CH:7]2[CH2:16][C:17]([O:19]C)=[O:18].[F:21][C:22]1[CH:32]=[CH:31][C:25]([CH:26]=[CH:27][C:28](O)=[O:29])=[C:24]([C:33]([F:36])([F:35])[F:34])[CH:23]=1.